Predict the reaction yield, written as a fraction of the theoretical maximum amount of product (1.0 means a 100% yield; for example, 0.34 means a 34% yield). From a dataset of Reaction yield outcomes from USPTO patents with 853,638 reactions. (1) The reactants are [CH2:1]([O:8][C:9]1[CH:14]=[CH:13][C:12](Br)=[CH:11][CH:10]=1)[C:2]1[CH:7]=[CH:6][CH:5]=[CH:4][CH:3]=1.C([Li])CCC.CON(C)[C:24]([CH:26]1[CH2:29][N:28]([C:30]([O:32][C:33]([CH3:36])([CH3:35])[CH3:34])=[O:31])[CH2:27]1)=[O:25]. The catalyst is C1COCC1. The yield is 0.750. The product is [C:33]([O:32][C:30]([N:28]1[CH2:29][CH:26]([C:24](=[O:25])[C:12]2[CH:13]=[CH:14][C:9]([O:8][CH2:1][C:2]3[CH:7]=[CH:6][CH:5]=[CH:4][CH:3]=3)=[CH:10][CH:11]=2)[CH2:27]1)=[O:31])([CH3:36])([CH3:35])[CH3:34]. (2) The reactants are Br[CH2:2][CH2:3][N:4]([CH2:13][CH2:14]Br)[C:5]1[CH:10]=[CH:9][C:8]([O:11][CH3:12])=[CH:7][CH:6]=1.C(=O)([O-])O.[Na+].CN(C=O)C.[NH2:26][C:27]1[C:28]([CH3:42])=[C:29]([CH3:41])[C:30]2[O:34][C:33]([CH3:36])([CH3:35])[C:32](=[O:37])[C:31]=2[C:38]=1[CH:39]=[CH2:40]. The catalyst is C(OCC)(=O)C.O. The product is [CH:39]([C:38]1[C:31]2[C:32](=[O:37])[C:33]([CH3:35])([CH3:36])[O:34][C:30]=2[C:29]([CH3:41])=[C:28]([CH3:42])[C:27]=1[N:26]1[CH2:14][CH2:13][N:4]([C:5]2[CH:6]=[CH:7][C:8]([O:11][CH3:12])=[CH:9][CH:10]=2)[CH2:3][CH2:2]1)=[CH2:40]. The yield is 0.0800. (3) The reactants are Cl.C[O:3][CH:4](OC)[C:5]1[CH:10]=[CH:9][C:8]([C:11]#[C:12][C:13]2[CH:18]=[CH:17][C:16]([C:19](=[O:31])[N:20]([CH:22]([C:27]([NH:29][CH3:30])=[O:28])[C:23]([O:25][CH3:26])=[O:24])[CH3:21])=[CH:15][CH:14]=2)=[CH:7][CH:6]=1. The catalyst is CC(C)=O. The product is [CH:4]([C:5]1[CH:6]=[CH:7][C:8]([C:11]#[C:12][C:13]2[CH:18]=[CH:17][C:16]([C:19](=[O:31])[N:20]([CH:22]([C:27]([NH:29][CH3:30])=[O:28])[C:23]([O:25][CH3:26])=[O:24])[CH3:21])=[CH:15][CH:14]=2)=[CH:9][CH:10]=1)=[O:3]. The yield is 0.790. (4) The reactants are [F:1][C:2]1[CH:3]=[CH:4][C:5]([OH:12])=[C:6]2[C:10]=1[O:9][CH:8]([CH3:11])[CH2:7]2.N1C=CC=CC=1.[S:19](O[S:19]([C:22]([F:25])([F:24])[F:23])(=[O:21])=[O:20])([C:22]([F:25])([F:24])[F:23])(=[O:21])=[O:20].O. The catalyst is C(Cl)Cl. The product is [F:23][C:22]([F:25])([F:24])[S:19]([O:12][C:5]1[C:6]2[CH2:7][CH:8]([CH3:11])[O:9][C:10]=2[C:2]([F:1])=[CH:3][CH:4]=1)(=[O:21])=[O:20]. The yield is 0.640. (5) The reactants are I[C:2]1[CH:3]=[C:4]2[N:10]=[C:9]([NH:11][C:12](=[O:16])[O:13][CH2:14][CH3:15])[N:8]([CH2:17][C:18]3[CH:23]=[CH:22][C:21]([O:24][CH2:25][C:26]4[CH:31]=[CH:30][C:29]([O:32][CH3:33])=[CH:28][CH:27]=4)=[C:20]([O:34][CH3:35])[CH:19]=3)[C:5]2=[N:6][CH:7]=1.[CH3:36][N:37]1[CH:41]=[C:40](B2OC(C)(C)C(C)(C)O2)[CH:39]=[N:38]1. The catalyst is CN(C)C=O.C(=O)([O-])[O-].[Na+].[Na+].C1C=CC(P(C2C=CC=CC=2)[C-]2C=CC=C2)=CC=1.C1C=CC(P(C2C=CC=CC=2)[C-]2C=CC=C2)=CC=1.[Cl-].[Cl-].[Fe+2].[Pd+2]. The product is [CH3:35][O:34][C:20]1[CH:19]=[C:18]([CH:23]=[CH:22][C:21]=1[O:24][CH2:25][C:26]1[CH:27]=[CH:28][C:29]([O:32][CH3:33])=[CH:30][CH:31]=1)[CH2:17][N:8]1[C:5]2=[N:6][CH:7]=[C:2]([C:40]3[CH:39]=[N:38][N:37]([CH3:36])[CH:41]=3)[CH:3]=[C:4]2[N:10]=[C:9]1[NH:11][C:12](=[O:16])[O:13][CH2:14][CH3:15]. The yield is 0.230.